Dataset: Full USPTO retrosynthesis dataset with 1.9M reactions from patents (1976-2016). Task: Predict the reactants needed to synthesize the given product. (1) Given the product [C:26]([NH:1][C:2]1[N:7]2[N:8]=[CH:9][CH:10]=[C:6]2[N:5]=[C:4]([NH:11][CH:12]2[CH2:17][CH2:16][CH2:15][N:14]([C:18]([O:20][C:21]([CH3:22])([CH3:24])[CH3:23])=[O:19])[CH2:13]2)[C:3]=1[CH3:25])(=[O:29])[CH:27]=[CH2:28], predict the reactants needed to synthesize it. The reactants are: [NH2:1][C:2]1[N:7]2[N:8]=[CH:9][CH:10]=[C:6]2[N:5]=[C:4]([NH:11][CH:12]2[CH2:17][CH2:16][CH2:15][N:14]([C:18]([O:20][C:21]([CH3:24])([CH3:23])[CH3:22])=[O:19])[CH2:13]2)[C:3]=1[CH3:25].[C:26](Cl)(=[O:29])[CH:27]=[CH2:28]. (2) Given the product [CH3:26][C:24]1[C:23]([CH3:27])=[CH:22][C:20]2[NH:21][C:17]([C:16]3[C:10]4[CH2:9][NH:8][CH2:13][CH2:12][C:11]=4[NH:14][N:15]=3)=[N:18][C:19]=2[CH:25]=1, predict the reactants needed to synthesize it. The reactants are: C(OC([N:8]1[CH2:13][CH2:12][C:11]2[NH:14][N:15]=[C:16]([C:17]3[NH:21][C:20]4[CH:22]=[C:23]([CH3:27])[C:24]([CH3:26])=[CH:25][C:19]=4[N:18]=3)[C:10]=2[CH2:9]1)=O)(C)(C)C.Cl.